This data is from Reaction yield outcomes from USPTO patents with 853,638 reactions. The task is: Predict the reaction yield, written as a fraction of the theoretical maximum amount of product (1.0 means a 100% yield; for example, 0.34 means a 34% yield). (1) The reactants are [Cl:1][C:2]1[CH:10]=[CH:9][C:5]([C:6]([OH:8])=[O:7])=[C:4]([OH:11])[CH:3]=1.S(Cl)(Cl)=O.[CH3:16]O. No catalyst specified. The product is [Cl:1][C:2]1[CH:10]=[CH:9][C:5]([C:6]([O:8][CH3:16])=[O:7])=[C:4]([OH:11])[CH:3]=1. The yield is 0.950. (2) The reactants are I[C:2]1[C:10]2[CH:9]=[N:8][CH:7]=[N:6][C:5]=2[N:4]([CH:11]([CH3:13])[CH3:12])[CH:3]=1.[Li]CCCC.[Br:19][C:20]1[C:21]([O:32][CH2:33][CH3:34])=[N:22][CH:23]=[C:24]([CH:31]=1)[C:25](N(OC)C)=[O:26]. The catalyst is C(OCC)C.CCCCCC. The product is [Br:19][C:20]1[CH:31]=[C:24]([C:25]([C:2]2[C:10]3[CH:9]=[N:8][CH:7]=[N:6][C:5]=3[N:4]([CH:11]([CH3:13])[CH3:12])[CH:3]=2)=[O:26])[CH:23]=[N:22][C:21]=1[O:32][CH2:33][CH3:34]. The yield is 0.490. (3) The reactants are [Cl:1][C:2]1[CH:7]=[C:6](B2OC(C)(C)C(C)(C)O2)[CH:5]=[CH:4][C:3]=1[CH:17]([CH3:35])[C:18]([C:24]1[CH:25]=[CH:26][C:27]2[O:31][C:30](=[O:32])[N:29]([CH3:33])[C:28]=2[CH:34]=1)([OH:23])[C:19]([F:22])([F:21])[F:20].[CH3:36][O:37][C:38]([C:40]1[CH:41]=[N:42][CH:43]=[C:44](Br)[CH:45]=1)=[O:39].C([O-])([O-])=O.[Na+].[Na+]. The catalyst is O1CCOCC1.O.[CH-]1C=C(P(C2C=CC=CC=2)C2C=CC=CC=2)C=C1.[CH-]1C=C(P(C2C=CC=CC=2)C2C=CC=CC=2)C=C1.Cl[Pd]Cl.[Fe+2]. The product is [CH3:36][O:37][C:38](=[O:39])[C:40]1[CH:45]=[C:44]([C:6]2[CH:5]=[CH:4][C:3]([CH:17]([CH3:35])[C:18]([OH:23])([C:24]3[CH:25]=[CH:26][C:27]4[O:31][C:30](=[O:32])[N:29]([CH3:33])[C:28]=4[CH:34]=3)[C:19]([F:20])([F:21])[F:22])=[C:2]([Cl:1])[CH:7]=2)[CH:43]=[N:42][CH:41]=1. The yield is 0.520. (4) The reactants are Cl.[NH2:2][C@@H:3]([CH:28]([CH3:30])[CH3:29])[C:4]([N:6]1[CH2:10][C@H:9]([OH:11])[CH2:8][C@H:7]1[C:12]([NH:14][CH2:15][C:16]1[CH:21]=[CH:20][C:19]([C:22]2[S:26][CH:25]=[N:24][C:23]=2[CH3:27])=[CH:18][CH:17]=1)=[O:13])=[O:5].[CH3:31][O:32][CH2:33][C:34](O)=[O:35].CCN(C(C)C)C(C)C.CN(C(ON1N=NC2C=CC=NC1=2)=[N+](C)C)C.F[P-](F)(F)(F)(F)F. The catalyst is CN(C=O)C. The product is [OH:11][C@H:9]1[CH2:10][N:6]([C:4](=[O:5])[C@@H:3]([NH:2][C:34](=[O:35])[CH2:33][O:32][CH3:31])[CH:28]([CH3:30])[CH3:29])[C@H:7]([C:12]([NH:14][CH2:15][C:16]2[CH:21]=[CH:20][C:19]([C:22]3[S:26][CH:25]=[N:24][C:23]=3[CH3:27])=[CH:18][CH:17]=2)=[O:13])[CH2:8]1. The yield is 0.730. (5) The reactants are [Cl:1][C:2]1[CH:3]=[C:4]([CH2:13][C@@H:14]([CH2:19][C:20]([O:22][CH3:23])=[O:21])[C:15]([O:17]C)=O)[C:5]([CH2:11]Cl)=[C:6]2[C:10]=1[NH:9][N:8]=[CH:7]2.Cl.Cl.[NH:26]1[CH:30]=[CH:29][N:28]=[C:27]1[CH2:31][NH2:32].C(N(CC)CC)C.C(O)(=O)C. The catalyst is C(#N)C.ClCCl. The product is [NH:26]1[CH:30]=[CH:29][N:28]=[C:27]1[CH2:31][N:32]1[C:15](=[O:17])[C@H:14]([CH2:19][C:20]([O:22][CH3:23])=[O:21])[CH2:13][C:4]2[CH:3]=[C:2]([Cl:1])[C:10]3[NH:9][N:8]=[CH:7][C:6]=3[C:5]=2[CH2:11]1. The yield is 0.240. (6) The reactants are F[C:2]1[C:7]([C:8]2[N:16]=[CH:15][N:14]=[C:13]3[C:9]=2[N:10]=[CH:11][N:12]3[CH:17]2[CH2:22][CH2:21][CH2:20][CH2:19][O:18]2)=[CH:6][CH:5]=[CH:4][N:3]=1.[NH2:23][C:24]1[CH:25]=[N:26][C:27]([O:30][CH3:31])=[CH:28][CH:29]=1.[Li+].C[Si]([N-][Si](C)(C)C)(C)C. The catalyst is C1COCC1. The product is [CH3:31][O:30][C:27]1[N:26]=[CH:25][C:24]([NH:23][C:2]2[C:7]([C:8]3[N:16]=[CH:15][N:14]=[C:13]4[C:9]=3[N:10]=[CH:11][N:12]4[CH:17]3[CH2:22][CH2:21][CH2:20][CH2:19][O:18]3)=[CH:6][CH:5]=[CH:4][N:3]=2)=[CH:29][CH:28]=1. The yield is 0.717.